From a dataset of Forward reaction prediction with 1.9M reactions from USPTO patents (1976-2016). Predict the product of the given reaction. (1) Given the reactants [C:1]([C:3]1[CH:15]=[CH:14][C:6]([O:7][CH2:8][C:9]([O:11][CH2:12][CH3:13])=[O:10])=[CH:5][CH:4]=1)#[CH:2].I[C:17]1[CH:22]=[CH:21][C:20]([OH:23])=[CH:19][CH:18]=1.CCN(C(C)C)C(C)C.[NH4+].[Cl-], predict the reaction product. The product is: [OH:23][C:20]1[CH:21]=[CH:22][C:17]([C:2]#[C:1][C:3]2[CH:15]=[CH:14][C:6]([O:7][CH2:8][C:9]([O:11][CH2:12][CH3:13])=[O:10])=[CH:5][CH:4]=2)=[CH:18][CH:19]=1. (2) Given the reactants [F:1][C:2]1[CH:32]=[CH:31][C:5]2[N:6]=[C:7]([N:18]3[CH2:23][CH2:22][N:21](C(OC(C)(C)C)=O)[CH2:20][CH2:19]3)[C:8]3[C:13]4[CH:14]=[CH:15][CH:16]=[CH:17][C:12]=4[S:11][C:9]=3[NH:10][C:4]=2[CH:3]=1, predict the reaction product. The product is: [F:1][C:2]1[CH:32]=[CH:31][C:5]2[N:6]=[C:7]([N:18]3[CH2:23][CH2:22][NH:21][CH2:20][CH2:19]3)[C:8]3[C:13]4[CH:14]=[CH:15][CH:16]=[CH:17][C:12]=4[S:11][C:9]=3[NH:10][C:4]=2[CH:3]=1. (3) The product is: [CH3:34][CH:35]([CH2:39][C:40]([CH3:43])([CH3:42])[CH3:41])[CH2:36][CH:37]=[CH:2][CH2:3][C:4]1[CH:5]=[CH:6][CH:7]=[CH:8][CH:9]=1. Given the reactants [Br-].[CH2:2]([P+](C1C=CC=CC=1)(C1C=CC=CC=1)C1C=CC=CC=1)[CH2:3][C:4]1[CH:9]=[CH:8][CH:7]=[CH:6][CH:5]=1.[Li]CCCC.[CH3:34][CH:35]([CH2:39][C:40]([CH3:43])([CH3:42])[CH3:41])[CH2:36][CH:37]=O, predict the reaction product. (4) Given the reactants BrC1C=CC(C2C=NC=CC=2)=CC=1.C1([NH:17][C:18]([C:20]2[C:29](=[O:30])[C:28]3[C:23](=[N:24][CH:25]=[CH:26][CH:27]=3)[N:22](C3C=CC=C(B4OC(C)(C)C(C)(C)O4)C=3)[CH:21]=2)=[O:19])CC1.C(NC(C1C(=O)C2C(=NC=CC=2)N(C2C=CC=C(B3OC(C)(C)C(C)(C)O3)C=2)C=1)=O)(C)C, predict the reaction product. The product is: [NH:22]1[C:23]2[C:28](=[CH:27][CH:26]=[CH:25][N:24]=2)[C:29](=[O:30])[C:20]([C:18]([NH2:17])=[O:19])=[CH:21]1. (5) Given the reactants [CH3:1][S:2][CH2:3][CH2:4][O:5][CH2:6][C:7]1[CH:15]=[CH:14][CH:13]=[C:12]2[C:8]=1[CH:9]=[CH:10][N:11]2[C:16]1[CH:21]=[CH:20][N:19]=[C:18](SC)[N:17]=1.C1C=C(Cl)C=C(C(OO)=O)C=1.[NH2:35][CH:36]1[CH2:41][CH2:40][CH:39]([N:42]([CH3:47])[S:43]([CH3:46])(=[O:45])=[O:44])[CH2:38][CH2:37]1.CCN(C(C)C)C(C)C, predict the reaction product. The product is: [CH3:47][N:42]([CH:39]1[CH2:40][CH2:41][CH:36]([NH:35][C:18]2[N:17]=[C:16]([N:11]3[C:12]4[C:8](=[C:7]([CH2:6][O:5][CH2:4][CH2:3][S:2][CH3:1])[CH:15]=[CH:14][CH:13]=4)[CH:9]=[CH:10]3)[CH:21]=[CH:20][N:19]=2)[CH2:37][CH2:38]1)[S:43]([CH3:46])(=[O:44])=[O:45].